Dataset: Forward reaction prediction with 1.9M reactions from USPTO patents (1976-2016). Task: Predict the product of the given reaction. (1) Given the reactants C(O[C:6]([N:8]1[CH2:12][CH2:11][C@H:10]([O:13][Si:14]([C:17]([CH3:20])([CH3:19])[CH3:18])([CH3:16])[CH3:15])[C@@H:9]1[CH:21]([OH:23])[CH3:22])=[O:7])(C)(C)C.C(O)(C(F)(F)F)=O.C(Cl)Cl.C1CN([P+](Br)(N2CCCC2)N2CCCC2)CC1.F[P-](F)(F)(F)(F)F.[Cl:58][C:59]1[C:60]([CH3:71])=[C:61]([CH2:67]C(O)=O)[CH:62]=[CH:63][C:64]=1[C:65]#[N:66], predict the reaction product. The product is: [C:21]([C@@H:9]1[C@@H:10]([O:13][Si:14]([C:17]([CH3:18])([CH3:19])[CH3:20])([CH3:15])[CH3:16])[CH2:11][CH2:12][N:8]1[C:6](=[O:7])[CH2:67][C:61]1[CH:62]=[CH:63][C:64]([C:65]#[N:66])=[C:59]([Cl:58])[C:60]=1[CH3:71])(=[O:23])[CH3:22]. (2) Given the reactants [F:1][C:2]1[CH:7]=[CH:6][C:5]([C:8]2[CH2:9][CH2:10][N:11]([CH2:14][CH2:15][CH2:16][C:17](=[NH:19])[NH2:18])[CH2:12][CH:13]=2)=[CH:4][CH:3]=1.N1[C:25]2[N:26]=[CH:27][CH:28]=[CH:29][C:24]=2[C:23](=O)[O:22]C1=O, predict the reaction product. The product is: [F:1][C:2]1[CH:7]=[CH:6][C:5]([C:8]2[CH2:13][CH2:12][N:11]([CH2:14][CH2:15][CH2:16][C:17]3[NH:18][C:23](=[O:22])[C:24]4[CH:29]=[CH:28][CH:27]=[N:26][C:25]=4[N:19]=3)[CH2:10][CH:9]=2)=[CH:4][CH:3]=1. (3) Given the reactants [CH2:1]([N:3]1[C:7]2=[N:8][C:9]([CH2:32][CH3:33])=[C:10]([CH2:19][NH:20][C:21]([C:23]3[CH:24]=[C:25]([CH:29]=[CH:30][CH:31]=3)[C:26](O)=[O:27])=[O:22])[C:11]([NH:12][CH:13]3[CH2:18][CH2:17][O:16][CH2:15][CH2:14]3)=[C:6]2[CH:5]=[N:4]1)[CH3:2].CN(C(ON1N=NC2C=CC=CC1=2)=[N+](C)C)C.F[P-](F)(F)(F)(F)F.[NH2:58][CH2:59][C:60]1[CH:61]=[CH:62][C:63]([F:74])=[C:64]([C:66]2[CH:71]=[CH:70][CH:69]=[C:68]([CH2:72][OH:73])[CH:67]=2)[CH:65]=1.C(N(CC)CC)C, predict the reaction product. The product is: [CH2:1]([N:3]1[C:7]2=[N:8][C:9]([CH2:32][CH3:33])=[C:10]([CH2:19][NH:20][C:21]([C:23]3[CH:31]=[CH:30][CH:29]=[C:25]([C:26]([NH:58][CH2:59][C:60]4[CH:65]=[C:64]([C:66]5[CH:71]=[CH:70][CH:69]=[C:68]([CH2:72][OH:73])[CH:67]=5)[C:63]([F:74])=[CH:62][CH:61]=4)=[O:27])[CH:24]=3)=[O:22])[C:11]([NH:12][CH:13]3[CH2:18][CH2:17][O:16][CH2:15][CH2:14]3)=[C:6]2[CH:5]=[N:4]1)[CH3:2]. (4) Given the reactants [C:1]([C:3]1[CH:8]=[CH:7][C:6](Cl)=[CH:5][CH:4]=1)#[N:2].[NH:10]1[CH2:15][CH2:14][NH:13][CH2:12][CH2:11]1.CC(C)([O-])C.[Na+], predict the reaction product. The product is: [C:1]([C:3]1[CH:8]=[CH:7][C:6]([N:10]2[CH2:15][CH2:14][NH:13][CH2:12][CH2:11]2)=[CH:5][CH:4]=1)#[N:2]. (5) Given the reactants [CH2:1]1[O:22][CH2:21][CH2:20][O:19][CH2:18][CH2:17][O:16][C:15]2[C:10](=[C:11](N)[CH:12]=[CH:13][CH:14]=2)[O:9][CH2:8][CH2:7][O:6][CH2:5][CH2:4][O:3][CH2:2]1.C(=O)(O)[O-].[Na+].CC(C)=O, predict the reaction product. The product is: [CH2:1]1[O:22][CH2:21][CH2:20][O:19][CH2:18][CH2:17][O:16][C:15]2[C:10](=[CH:11][CH:12]=[CH:13][CH:14]=2)[O:9][CH2:8][CH2:7][O:6][CH2:5][CH2:4][O:3][CH2:2]1.